This data is from Reaction yield outcomes from USPTO patents with 853,638 reactions. The task is: Predict the reaction yield, written as a fraction of the theoretical maximum amount of product (1.0 means a 100% yield; for example, 0.34 means a 34% yield). (1) The reactants are Cl.[CH2:2]1[CH:6]2[CH2:7][CH2:8][CH2:9][CH:5]2[CH2:4][NH:3]1.C([O-])([O-])=O.[K+].[K+].[Cl:16][CH2:17][CH2:18][CH2:19]Br. The catalyst is CC(C)=O. The product is [Cl:16][CH2:17][CH2:18][CH2:19][N:3]1[CH2:4][CH:5]2[CH2:9][CH2:8][CH2:7][CH:6]2[CH2:2]1. The yield is 0.566. (2) The catalyst is ClCCl. The product is [CH2:1]([O:5][CH:7]1[CH2:8][CH2:9][CH2:10][CH2:11][O:6]1)[CH2:2][CH:3]=[CH2:4]. The reactants are [CH2:1]([OH:5])[CH2:2][CH:3]=[CH2:4].[O:6]1[CH:11]=[CH:10][CH2:9][CH2:8][CH2:7]1.C1(C)C=CC(S([O-])(=O)=O)=CC=1.[NH+]1C=CC=CC=1. The yield is 0.890. (3) The reactants are [CH:1]([C:4]1[NH:5][C:6]([C:16]2[CH:21]=[CH:20][CH:19]=[C:18](B3OC(C)(C)C(C)(C)O3)[CH:17]=2)=[C:7]([C:9]2[CH:14]=[CH:13][CH:12]=[C:11]([CH3:15])[N:10]=2)[N:8]=1)([CH3:3])[CH3:2].Br[C:32]1[CH:37]=[CH:36][CH:35]=[CH:34][N:33]=1. No catalyst specified. The product is [CH:1]([C:4]1[NH:8][C:7]([C:9]2[CH:14]=[CH:13][CH:12]=[C:11]([CH3:15])[N:10]=2)=[C:6]([C:16]2[CH:21]=[CH:20][CH:19]=[C:18]([C:32]3[CH:37]=[CH:36][CH:35]=[CH:34][N:33]=3)[CH:17]=2)[N:5]=1)([CH3:2])[CH3:3]. The yield is 0.120. (4) The reactants are [CH3:1][C:2]1[N:7]=[C:6]2[S:8][C:9]3[CH2:14][CH2:13][CH2:12][CH2:11][C:10]=3[C:5]2=[C:4]([C:15]2[CH:20]=[CH:19][C:18]([CH3:21])=[CH:17][CH:16]=2)[C:3]=1[CH:22]([CH:27]([CH3:29])[CH3:28])[C:23]([O:25]C)=[O:24].[OH-].[Na+]. The catalyst is CO. The product is [CH3:1][C:2]1[N:7]=[C:6]2[S:8][C:9]3[CH2:14][CH2:13][CH2:12][CH2:11][C:10]=3[C:5]2=[C:4]([C:15]2[CH:16]=[CH:17][C:18]([CH3:21])=[CH:19][CH:20]=2)[C:3]=1[CH:22]([CH:27]([CH3:29])[CH3:28])[C:23]([OH:25])=[O:24]. The yield is 0.120. (5) The reactants are [CH3:1][O:2][C:3]1[CH:4]=[C:5]2[C:10](=[CH:11][CH:12]=1)[C:9](=[O:13])[NH:8][C:7](=[O:14])/[C:6]/2=[CH:15]/OC.[N:18]1([CH2:24][C:25]2[CH:30]=[CH:29][C:28]([NH2:31])=[CH:27][CH:26]=2)[CH2:23][CH2:22][CH2:21][CH2:20][CH2:19]1. The catalyst is CN(C)C=O. The product is [CH3:1][O:2][C:3]1[CH:4]=[C:5]2[C:10](=[CH:11][CH:12]=1)[C:9](=[O:13])[NH:8][C:7](=[O:14])[C:6]2=[CH:15][NH:31][C:28]1[CH:27]=[CH:26][C:25]([CH2:24][N:18]2[CH2:23][CH2:22][CH2:21][CH2:20][CH2:19]2)=[CH:30][CH:29]=1. The yield is 0.780. (6) The reactants are [OH2:1].[OH-].[Li+].C1[CH2:8][O:7]CC1.O.OO.C([C@@H]1COC(=O)N1C(=O)[C@H:26]([C@@H:34]1[CH2:38][CH2:37][CH2:36][N:35]1[C:39]([O:41][C:42]([CH3:45])([CH3:44])[CH3:43])=[O:40])[C:27]1[CH:32]=[CH:31][C:30]([Cl:33])=[CH:29][CH:28]=1)C1C=CC=CC=1. The catalyst is C1COCC1. The product is [C:42]([O:41][C:39]([N:35]1[CH2:36][CH2:37][CH2:38][C@H:34]1[C@H:26]([C:27]1[CH:32]=[CH:31][C:30]([Cl:33])=[CH:29][CH:28]=1)[C:8]([OH:7])=[O:1])=[O:40])([CH3:45])([CH3:43])[CH3:44]. The yield is 0.720.